The task is: Regression/Classification. Given a drug SMILES string, predict its absorption, distribution, metabolism, or excretion properties. Task type varies by dataset: regression for continuous measurements (e.g., permeability, clearance, half-life) or binary classification for categorical outcomes (e.g., BBB penetration, CYP inhibition). Dataset: hlm.. This data is from Human liver microsome stability data. (1) The compound is C[C@@H]1CCCN1CCCOc1ccc(-c2ccc(=O)n(C)n2)cc1F. The result is 0 (unstable in human liver microsomes). (2) The compound is CCc1nc2ccc(Cl)cn2c1C(=O)NCc1ccc(N2CCN(c3ccc(OC(F)(F)F)cc3)CC2)cc1. The result is 0 (unstable in human liver microsomes). (3) The compound is Cc1ccnc(C(=O)N[C@@H]2CCCc3c2cnn3-c2ccccc2C)c1. The result is 0 (unstable in human liver microsomes). (4) The compound is COc1ccc(CCN2C(=O)N(NS(=O)(=O)CC#N)C[C@@H]2c2ccc(OC)cc2)cc1. The result is 1 (stable in human liver microsomes). (5) The drug is CC1(n2nnc3cnc4[nH]ccc4c32)CCN(CCC#N)CC1. The result is 0 (unstable in human liver microsomes). (6) The molecule is CC(C)(C)c1ccc(NC(=O)N2CCCN(C(=O)CC3CCCC3)CC2)cc1. The result is 1 (stable in human liver microsomes). (7) The compound is O=C(NCCC(c1ccccc1)c1ccccc1)c1ccccc1. The result is 1 (stable in human liver microsomes). (8) The drug is COc1cccc([C@@H](C)NC(=O)c2cc3ccc(-c4cn[nH]c4)nc3[nH]2)c1. The result is 0 (unstable in human liver microsomes). (9) The result is 1 (stable in human liver microsomes). The compound is CCC(CC)c1nn(CCCO)c2c1N=C(c1ccc(-n3ccnc3C)cc1)CNC2=O.